Dataset: Catalyst prediction with 721,799 reactions and 888 catalyst types from USPTO. Task: Predict which catalyst facilitates the given reaction. (1) Reactant: N#N.[NH:3]1[C:7]2[CH:8]=[CH:9][CH:10]=[CH:11][C:6]=2[N:5]=[C:4]1[CH:12]([NH:23]C(=O)OC(C)(C)C)[CH2:13][C:14]1[CH:19]=[CH:18][C:17]([O:20][CH3:21])=[CH:16][C:15]=1[F:22].Cl. Product: [NH:3]1[C:7]2[CH:8]=[CH:9][CH:10]=[CH:11][C:6]=2[N:5]=[C:4]1[CH:12]([NH2:23])[CH2:13][C:14]1[CH:19]=[CH:18][C:17]([O:20][CH3:21])=[CH:16][C:15]=1[F:22]. The catalyst class is: 135. (2) Reactant: [I:1][C:2]1[CH:3]=[N:4][NH:5][CH:6]=1.[CH:7]([O:9][CH2:10][CH3:11])=[CH2:8].Cl. Product: [CH2:7]([O:9][CH:10]([N:4]1[CH:3]=[C:2]([I:1])[CH:6]=[N:5]1)[CH3:11])[CH3:8]. The catalyst class is: 48. (3) Reactant: C([O:8][C:9]1[C:10]([O:26][CH2:27][O:28][CH3:29])=[C:11]([CH:23]=[CH:24][N:25]=1)[C:12]([NH:14][CH2:15][C:16]1[CH:21]=[CH:20][C:19]([F:22])=[CH:18][CH:17]=1)=[O:13])C1C=CC=CC=1. Product: [F:22][C:19]1[CH:18]=[CH:17][C:16]([CH2:15][NH:14][C:12]([C:11]2[CH:23]=[CH:24][NH:25][C:9](=[O:8])[C:10]=2[O:26][CH2:27][O:28][CH3:29])=[O:13])=[CH:21][CH:20]=1. The catalyst class is: 19. (4) Reactant: [NH:1]1[CH:5]=[CH:4][N:3]=[CH:2]1.[C:6]([C:9]1[CH:10]=[CH:11][C:12](Br)=[N:13][CH:14]=1)(=[O:8])[CH3:7].C(=O)([O-])[O-].[K+].[K+].[Cl-].[NH4+]. Product: [C:6]([C:9]1[CH:10]=[CH:11][C:12]([N:1]2[CH:5]=[CH:4][N:3]=[CH:2]2)=[N:13][CH:14]=1)(=[O:8])[CH3:7]. The catalyst class is: 35. (5) Reactant: C1(C)C=CC(C(OC(=O)[C@@H]([C@H](C(OC([C:20]2[CH:25]=[CH:24][C:23]([CH3:26])=CC=2)=O)=O)O)O)=O)=CC=1.[NH2:29][C:30]1[CH:35]=[CH:34][C:33]([C@H:36]2[C@@H:41]([C:42]([NH:44][C:45]3[CH:50]=[CH:49][C:48]([CH3:51])=[C:47]([C:52]([F:55])([F:54])[F:53])[CH:46]=3)=[O:43])[CH2:40][CH2:39][CH2:38][NH:37]2)=[CH:32][CH:31]=1.C1(=O)CCCC1.Cl.O1CCOCC1.C(O)(=O)C.C(O[BH-](OC(=O)C)OC(=O)C)(=O)C.[Na+].C(=O)(O)[O-].[Na+]. Product: [CH:23]1([NH:29][C:30]2[CH:35]=[CH:34][C:33]([C@H:36]3[C@@H:41]([C:42]([NH:44][C:45]4[CH:50]=[CH:49][C:48]([CH3:51])=[C:47]([C:52]([F:55])([F:53])[F:54])[CH:46]=4)=[O:43])[CH2:40][CH2:39][CH2:38][NH:37]3)=[CH:32][CH:31]=2)[CH2:24][CH2:25][CH2:20][CH2:26]1. The catalyst class is: 4. (6) Reactant: [CH3:1][C:2]1[O:6][N:5]=[C:4]([C:7]2[CH:12]=[CH:11][CH:10]=[CH:9][N:8]=2)[C:3]=1[CH2:13][CH2:14][C:15]1[S:16][C:17]([C:20]([OH:22])=O)=[CH:18][N:19]=1.F[B-](F)(F)F.[N:28]1(OC(N(C)C)=[N+](C)C)[C:32]2[CH:33]=CC=C[C:31]=2N=N1.C(N(CC)C(C)C)(C)C.C(N)(C)C. Product: [CH:32]([NH:28][C:20]([C:17]1[S:16][C:15]([CH2:14][CH2:13][C:3]2[C:4]([C:7]3[CH:12]=[CH:11][CH:10]=[CH:9][N:8]=3)=[N:5][O:6][C:2]=2[CH3:1])=[N:19][CH:18]=1)=[O:22])([CH3:33])[CH3:31]. The catalyst class is: 3. (7) Reactant: Cl.[F:2][C:3]1[CH:4]=[CH:5][C:6]2[N:15]=[C:14]([NH2:16])[C:13]3[CH:12]=[CH:11][S:10][C:9]=3[NH:8][C:7]=2[CH:17]=1.[CH3:18][O:19][CH2:20][CH2:21][C@H:22]1[CH2:27]N[CH2:25][CH2:24][NH:23]1.CS(C)=O.C1(C)C=CC=CC=1. Product: [F:2][C:3]1[CH:4]=[CH:5][C:6]2[N:15]=[C:14]([N:16]3[CH2:25][CH2:24][NH:23][C@@H:22]([CH2:21][CH2:20][O:19][CH3:18])[CH2:27]3)[C:13]3[CH:12]=[CH:11][S:10][C:9]=3[NH:8][C:7]=2[CH:17]=1. The catalyst class is: 13. (8) Reactant: [H-].[H-].[H-].[H-].[Li+].[Al+3].C([O:9][C:10](=O)[CH2:11][C:12]1[C:17]([CH3:18])=[N:16][N:15]2[C:19]([CH2:22][CH3:23])=[CH:20][CH:21]=[C:14]2[C:13]=1[C:24]1[CH:25]=[N:26][CH:27]=[C:28]([Br:30])[CH:29]=1)C.C(C(C(C([O-])=O)O)O)([O-])=O.[Na+].[K+]. Product: [Br:30][C:28]1[CH:29]=[C:24]([C:13]2[C:14]3[N:15]([C:19]([CH2:22][CH3:23])=[CH:20][CH:21]=3)[N:16]=[C:17]([CH3:18])[C:12]=2[CH2:11][CH2:10][OH:9])[CH:25]=[N:26][CH:27]=1. The catalyst class is: 1. (9) Reactant: [CH2:1]1[C:12]2[C:11]3[CH:10]=[CH:9][CH:8]=[C:7]([C:13]([NH:15][C@@H:16]([CH3:22])[C:17]([O:19][CH2:20][CH3:21])=[O:18])=[O:14])[C:6]=3[NH:5][C:4]=2[CH2:3][CH2:2]1.Cl. Product: [CH2:1]1[CH:12]2[CH:4]([NH:5][C:6]3[C:7]([C:13]([NH:15][C@@H:16]([CH3:22])[C:17]([O:19][CH2:20][CH3:21])=[O:18])=[O:14])=[CH:8][CH:9]=[CH:10][C:11]=32)[CH2:3][CH2:2]1. The catalyst class is: 29. (10) The catalyst class is: 19. Reactant: [CH3:1][O:2][C:3]1[CH:22]=[CH:21][C:6]([CH2:7][N:8]2[C:16]3[C:11](=[CH:12][C:13]([N+:17]([O-])=O)=[CH:14][CH:15]=3)[C:10]([CH3:20])=[N:9]2)=[CH:5][CH:4]=1.CCOC(C)=O. Product: [CH3:1][O:2][C:3]1[CH:4]=[CH:5][C:6]([CH2:7][N:8]2[C:16]3[C:11](=[CH:12][C:13]([NH2:17])=[CH:14][CH:15]=3)[C:10]([CH3:20])=[N:9]2)=[CH:21][CH:22]=1.